From a dataset of Peptide-MHC class II binding affinity with 134,281 pairs from IEDB. Regression. Given a peptide amino acid sequence and an MHC pseudo amino acid sequence, predict their binding affinity value. This is MHC class II binding data. (1) The peptide sequence is DDLMGSRSNFDSTLI. The MHC is DRB1_0301 with pseudo-sequence DRB1_0301. The binding affinity (normalized) is 0.142. (2) The peptide sequence is SAAVKDERAVHADMG. The MHC is DRB1_0701 with pseudo-sequence DRB1_0701. The binding affinity (normalized) is 0.157.